Task: Regression/Classification. Given a drug SMILES string, predict its absorption, distribution, metabolism, or excretion properties. Task type varies by dataset: regression for continuous measurements (e.g., permeability, clearance, half-life) or binary classification for categorical outcomes (e.g., BBB penetration, CYP inhibition). For this dataset (ppbr_az), we predict Y.. Dataset: Plasma protein binding rate (PPBR) regression data from AstraZeneca (1) The molecule is COc1cc(Nc2nc(N[C@@H](C)c3ncc(F)cn3)nc(N3CCOCC3)c2Cl)n[nH]1. The Y is 92.2 %. (2) The compound is C[C@H](CS)C(=O)N1CCC[C@H]1C(=O)O. The Y is 90.1 %. (3) The drug is CN[C@H]1CC[C@@H](c2ccc(Cl)c(Cl)c2)c2ccccc21. The Y is 98.5 %. (4) The compound is O=C(NO)C1(CS(=O)(=O)c2ccc(Oc3ccc(Cl)cc3)cc2)CCOCC1. The Y is 98.0 %. (5) The molecule is Cc1c(F)cc(C(=O)NC2CC2)cc1-c1ccc(C(=O)NCC(C)(C)C)cn1. The Y is 88.1 %. (6) The Y is 99.0 %. The compound is COc1ccc2c(c1)c(CC(=O)O)c(C)n2-c1ccnc2cc(Cl)ccc12. (7) The drug is CC[C@@H](Nc1c(Nc2cccc(C(=O)N(C)C)c2O)c(=O)c1=O)c1ccc(C)o1. The Y is 98.2 %. (8) The drug is O=C(O)[C@H](Cc1ccc(F)cc1)N1CCC(CN2CCC(Oc3ccc(Cl)c(Cl)c3)CC2)CC1. The Y is 88.6 %.